From a dataset of hERG potassium channel inhibition data for cardiac toxicity prediction from Karim et al.. Regression/Classification. Given a drug SMILES string, predict its toxicity properties. Task type varies by dataset: regression for continuous values (e.g., LD50, hERG inhibition percentage) or binary classification for toxic/non-toxic outcomes (e.g., AMES mutagenicity, cardiotoxicity, hepatotoxicity). Dataset: herg_karim. (1) The molecule is O=C(CCc1ccccn1)NC1CCC(c2ccc(O)cc2)CC1. The result is 0 (non-blocker). (2) The drug is CC(=O)Nc1cccc(Nc2ncnc(N3CCc4ccccc4C3)n2)c1. The result is 1 (blocker). (3) The compound is Cc1ncc(-c2cccc3c2C[C@H](NC(=O)c2ccc(OCC(F)(F)F)nc2)CO3)cn1. The result is 0 (non-blocker). (4) The molecule is O=C1NC(=O)C(c2ccccc2)(c2ccccc2)N1. The result is 0 (non-blocker). (5) The drug is CC(=O)N1Cc2cc(Cl)ccc2-n2c(nnc2C2CCN(c3ccccn3)CC2)C1. The result is 0 (non-blocker). (6) The drug is COc1ccc([C@H]2CC[C@H](N3CC(NC(=O)CNC(=O)c4cccc(C(F)(F)F)c4)C3)CC2)cc1. The result is 1 (blocker). (7) The molecule is O=C1OCc2cc(CCN3CCN(C(=O)Cc4ccc(-n5cnnn5)c(C(F)(F)F)c4)CC3)ccc21. The result is 1 (blocker). (8) The compound is Nc1cncc(Nc2ccc(Oc3ccc(F)cc3)cc2)n1. The result is 1 (blocker).